Dataset: Forward reaction prediction with 1.9M reactions from USPTO patents (1976-2016). Task: Predict the product of the given reaction. (1) Given the reactants [CH2:1]([O:3][C:4]([C:6]1[C:7]([O:24][CH3:25])=[C:8]2[N:13]([CH:14]=1)[N:12]=[CH:11][N:10]=[C:9]2NC1C=CC(C)=C(O)C=1)=[O:5])[CH3:2].[NH2:26][C:27]1[CH:28]=[CH:29][C:30]([O:33][CH3:34])=[N:31][CH:32]=1, predict the reaction product. The product is: [CH2:1]([O:3][C:4]([C:6]1[C:7]([O:24][CH3:25])=[C:8]2[N:13]([CH:14]=1)[N:12]=[CH:11][N:10]=[C:9]2[NH:26][C:27]1[CH:32]=[N:31][C:30]([O:33][CH3:34])=[CH:29][CH:28]=1)=[O:5])[CH3:2]. (2) Given the reactants [F:1][C:2]1[C:3]([NH:22][C:23]2[CH:28]=[CH:27][CH:26]=[C:25]([N+:29]([O-])=O)[CH:24]=2)=[N:4][C:5]([NH:8][C:9]2[CH:14]=[CH:13][C:12]([O:15][CH2:16][O:17][CH2:18][CH2:19][O:20][CH3:21])=[CH:11][CH:10]=2)=[N:6][CH:7]=1.[H][H].CCCCCC.C(OCC)(=O)C, predict the reaction product. The product is: [NH2:29][C:25]1[CH:24]=[C:23]([NH:22][C:3]2[C:2]([F:1])=[CH:7][N:6]=[C:5]([NH:8][C:9]3[CH:14]=[CH:13][C:12]([O:15][CH2:16][O:17][CH2:18][CH2:19][O:20][CH3:21])=[CH:11][CH:10]=3)[N:4]=2)[CH:28]=[CH:27][CH:26]=1. (3) Given the reactants CC([O-])(C)C.[K+].[CH3:7][N:8]1[C:16]2[C:11](=[CH:12][CH:13]=[CH:14][CH:15]=2)[CH:10]=[CH:9]1.[SiH:17]([CH2:26][CH2:27][CH2:28][CH3:29])([CH2:22][CH2:23][CH2:24][CH3:25])[CH2:18][CH2:19][CH2:20][CH3:21], predict the reaction product. The product is: [CH3:7][N:8]1[C:16]2[C:11](=[CH:12][CH:13]=[CH:14][CH:15]=2)[CH:10]=[C:9]1[Si:17]([CH2:22][CH2:23][CH2:24][CH3:25])([CH2:26][CH2:27][CH2:28][CH3:29])[CH2:18][CH2:19][CH2:20][CH3:21]. (4) Given the reactants [CH:1]1([NH2:7])[CH2:6][CH2:5][CH2:4][CH2:3][CH2:2]1.[N:8]([C:11]1[CH:12]=[CH:13][C:14]([O:17][C:18](=[O:27])[N:19]([CH3:26])[C:20]2[CH:25]=[CH:24][CH:23]=[CH:22][CH:21]=2)=[N:15][CH:16]=1)=[C:9]=[S:10], predict the reaction product. The product is: [CH:1]1([NH:7][C:9](=[S:10])[NH:8][C:11]2[CH:12]=[CH:13][C:14]([O:17][C:18](=[O:27])[N:19]([CH3:26])[C:20]3[CH:25]=[CH:24][CH:23]=[CH:22][CH:21]=3)=[N:15][CH:16]=2)[CH2:6][CH2:5][CH2:4][CH2:3][CH2:2]1.